This data is from Catalyst prediction with 721,799 reactions and 888 catalyst types from USPTO. The task is: Predict which catalyst facilitates the given reaction. (1) Reactant: [Cl:1][C:2]1[CH:7]=[CH:6][C:5]([C:8]([CH3:13])([CH3:12])[C:9]([OH:11])=O)=[CH:4][CH:3]=1.C1N=CN(C(N2C=NC=C2)=O)C=1.[Mg+2].[Cl-].[Cl-].[K+].[CH3:30][O:31][C:32](=[O:37])[CH2:33]C([O-])=O. Product: [Cl:1][C:2]1[CH:3]=[CH:4][C:5]([C:8]([CH3:13])([CH3:12])[C:9](=[O:11])[CH2:33][C:32]([O:31][CH3:30])=[O:37])=[CH:6][CH:7]=1. The catalyst class is: 56. (2) Reactant: [CH2:1]([NH:3][C:4](=[O:22])[NH:5][C:6]1[CH:14]=[C:13]([NH:15][C:16]2[CH:21]=[CH:20][CH:19]=[CH:18][CH:17]=2)[C:9]([C:10]([NH2:12])=[O:11])=[CH:8][N:7]=1)[CH3:2].[O-]CCCC.[Na+].C1(P(C2CCCCC2)C2C=CC=CC=2C2C(C(C)C)=CC(C(C)C)=CC=2C(C)C)CCCCC1.Br[C:64]1[CH:69]=[CH:68][N:67]([CH3:70])[C:66](=[O:71])[CH:65]=1. Product: [CH2:1]([NH:3][C:4]([NH:5][C:6]1[N:7]=[CH:8][C:9]([C:10]([NH:12][C:64]2[CH:69]=[CH:68][N:67]([CH3:70])[C:66](=[O:71])[CH:65]=2)=[O:11])=[C:13]([NH:15][C:16]2[CH:17]=[CH:18][CH:19]=[CH:20][CH:21]=2)[CH:14]=1)=[O:22])[CH3:2]. The catalyst class is: 169. (3) Reactant: [Cl:1][C:2]1[C:10]2[S:9][C:8]([C:11](O)=[O:12])=[CH:7][C:6]=2[CH:5]=[CH:4][CH:3]=1.O. Product: [Cl:1][C:2]1[C:10]2[S:9][C:8]([CH2:11][OH:12])=[CH:7][C:6]=2[CH:5]=[CH:4][CH:3]=1. The catalyst class is: 7. (4) The catalyst class is: 35. Reactant: [N:1]1[C:10]2[C:5](=[CH:6][C:7](C(O)=O)=[CH:8][CH:9]=2)[CH:4]=[N:3][CH:2]=1.[O:14]([C:21]1[CH:22]=C([CH:26]=[CH:27][CH:28]=1)CN)[C:15]1[CH:20]=[CH:19][CH:18]=[CH:17][CH:16]=1.F[P-](F)(F)(F)(F)F.N1([O:45][P+](N(C)C)(N(C)C)N(C)C)C2C=CC=CC=2N=N1.C([N:58]([CH2:61][CH3:62])[CH2:59]C)C. Product: [O:14]([C:21]1[CH:22]=[C:62]([CH:26]=[CH:27][CH:28]=1)[CH2:61][NH:58][C:59]([C:2]1[N:3]=[CH:4][C:5]2[C:10](=[CH:9][CH:8]=[CH:7][CH:6]=2)[N:1]=1)=[O:45])[C:15]1[CH:20]=[CH:19][CH:18]=[CH:17][CH:16]=1.